Dataset: Reaction yield outcomes from USPTO patents with 853,638 reactions. Task: Predict the reaction yield, written as a fraction of the theoretical maximum amount of product (1.0 means a 100% yield; for example, 0.34 means a 34% yield). (1) The reactants are [CH3:1][N:2]1[C:6]2[CH:7]=[CH:8][C:9]([C:12]([O:14]C)=[O:13])=[C:10]([CH3:11])[C:5]=2[N:4]=[CH:3]1. The catalyst is CO.[OH-].[Na+]. The product is [CH3:1][N:2]1[C:6]2[CH:7]=[CH:8][C:9]([C:12]([OH:14])=[O:13])=[C:10]([CH3:11])[C:5]=2[N:4]=[CH:3]1. The yield is 0.630. (2) The reactants are Cl[C:2]1[CH:7]=[C:6]([Cl:8])[CH:5]=[CH:4][C:3]=1[CH:9]([F:12])[CH2:10][NH2:11].[Cl:13][C:14]1[CH:15]=[C:16]2[C:21](=[CH:22][C:23]=1[O:24][C:25]1[CH:33]=[CH:32][C:28]([C:29](O)=[O:30])=[CH:27][CH:26]=1)[O:20][CH2:19][CH2:18][CH:17]2[C:34]([O:36][CH2:37][CH3:38])=[O:35].N1C2C(=NC=CC=2)N(O)N=1.Cl.C(N=C=NCCCN(C)C)C. The catalyst is CN(C=O)C.CCOC(C)=O. The product is [Cl:13][C:14]1[CH:15]=[C:16]2[C:21](=[CH:22][C:23]=1[O:24][C:25]1[CH:33]=[CH:32][C:28]([C:29](=[O:30])[NH:11][CH2:10][CH:9]([C:3]3[CH:4]=[CH:5][C:6]([Cl:8])=[CH:7][CH:2]=3)[F:12])=[CH:27][CH:26]=1)[O:20][CH2:19][CH2:18][CH:17]2[C:34]([O:36][CH2:37][CH3:38])=[O:35]. The yield is 0.938. (3) The reactants are FC(F)(F)C(O)=O.[CH3:8][O:9][C:10](=[O:60])[C@@H:11]([NH:52][C:53]([O:55][C:56]([CH3:59])([CH3:58])[CH3:57])=[O:54])[C:12]1[CH:17]=[CH:16][C:15](C2C=CC(C(C3C=CC(CCC(O[Si](C(C)(C)C)(C)C)C(C)(C)C)=C(C)C=3)(CC)CC)=CC=2C)=[CH:14][CH:13]=1.[Cl:61]CCl. No catalyst specified. The product is [CH3:8][O:9][C:10](=[O:60])[C@@H:11]([NH:52][C:53]([O:55][C:56]([CH3:59])([CH3:58])[CH3:57])=[O:54])[C:12]1[CH:17]=[CH:16][C:15]([Cl:61])=[CH:14][CH:13]=1. The yield is 0.830. (4) The reactants are [Cl:1][C:2]1[N:7]=[C:6]([CH:8]2[CH2:16][C:15]3[C:10](=[CH:11][CH:12]=[CH:13][C:14]=3[F:17])[NH:9]2)[C:5]([OH:18])=[CH:4][CH:3]=1.[CH2:19]([O:21][C:22](=[O:25])[CH:23]=O)[CH3:20].S(O)(C)(=O)=O. The catalyst is C1COCC1.O. The product is [Cl:1][C:2]1[CH:3]=[CH:4][C:5]2[O:18][CH:23]([C:22]([O:21][CH2:19][CH3:20])=[O:25])[N:9]3[C:10]4[CH:11]=[CH:12][CH:13]=[C:14]([F:17])[C:15]=4[CH2:16][CH:8]3[C:6]=2[N:7]=1. The yield is 0.903.